Predict the reaction yield, written as a fraction of the theoretical maximum amount of product (1.0 means a 100% yield; for example, 0.34 means a 34% yield). From a dataset of Reaction yield outcomes from USPTO patents with 853,638 reactions. The reactants are Cl[C:2]1[CH:3]=[CH:4][C:5]2[O:14][CH2:13][CH2:12][C:11]3[CH:10]=[C:9]([C:15]4[N:16]([C:20]5[CH:25]=[CH:24][C:23]([F:26])=[CH:22][C:21]=5[F:27])[N:17]=[CH:18][N:19]=4)[S:8][C:7]=3[C:6]=2[N:28]=1.C[Si](C)(C)[O:31][CH:32]([CH3:35])[CH2:33][NH2:34].CC(C1C=C(C(C)C)C(C2C=CC=CC=2P(C2CCCCC2)C2CCCCC2)=C(C(C)C)C=1)C.CC(C)([O-])C. The catalyst is O1CCOCC1.CC([O-])=O.CC([O-])=O.[Pd+2]. The product is [F:27][C:21]1[CH:22]=[C:23]([F:26])[CH:24]=[CH:25][C:20]=1[N:16]1[C:15]([C:9]2[S:8][C:7]3[C:6]4[N:28]=[C:2]([NH:34][CH2:33][CH:32]([OH:31])[CH3:35])[CH:3]=[CH:4][C:5]=4[O:14][CH2:13][CH2:12][C:11]=3[CH:10]=2)=[N:19][CH:18]=[N:17]1. The yield is 0.340.